Dataset: Full USPTO retrosynthesis dataset with 1.9M reactions from patents (1976-2016). Task: Predict the reactants needed to synthesize the given product. (1) Given the product [Br:13][C:9]1[CH:8]=[C:7]([CH:22]([C:17]2[C:16]([C:15]([F:25])([F:14])[F:24])=[CH:21][CH:20]=[CH:19][N:18]=2)[OH:23])[CH:12]=[CH:11][CH:10]=1, predict the reactants needed to synthesize it. The reactants are: C([Li])CCC.Br[C:7]1[CH:12]=[CH:11][CH:10]=[C:9]([Br:13])[CH:8]=1.[F:14][C:15]([F:25])([F:24])[C:16]1[C:17]([CH:22]=[O:23])=[N:18][CH:19]=[CH:20][CH:21]=1.C(O)(=O)CC(CC(O)=O)(C(O)=O)O. (2) Given the product [Br:1][C:2]1[CH:3]=[CH:4][C:5]([C:8]2[N:12]([CH2:19][C@@H:20]3[CH2:24][CH2:23][N:22]([C:25]([O:27][C:28]([CH3:29])([CH3:31])[CH3:30])=[O:26])[CH2:21]3)[C:11](=[O:13])[C:10]3([CH2:17][CH2:16][CH2:15][CH2:14]3)[N:9]=2)=[CH:6][CH:7]=1, predict the reactants needed to synthesize it. The reactants are: [Br:1][C:2]1[CH:7]=[CH:6][C:5]([C:8]2[NH:12][C:11](=[O:13])[C:10]3([CH2:17][CH2:16][CH2:15][CH2:14]3)[N:9]=2)=[CH:4][CH:3]=1.Br[CH2:19][C@@H:20]1[CH2:24][CH2:23][N:22]([C:25]([O:27][C:28]([CH3:31])([CH3:30])[CH3:29])=[O:26])[CH2:21]1.C([O-])([O-])=O.[Cs+].[Cs+].